This data is from Forward reaction prediction with 1.9M reactions from USPTO patents (1976-2016). The task is: Predict the product of the given reaction. (1) Given the reactants [F:1][C:2]1[CH:3]=[N:4][N:5]([CH:12]([CH3:14])[CH3:13])[C:6]=1[C:7]([O:9]CC)=[O:8].Cl, predict the reaction product. The product is: [F:1][C:2]1[CH:3]=[N:4][N:5]([CH:12]([CH3:14])[CH3:13])[C:6]=1[C:7]([OH:9])=[O:8]. (2) The product is: [Br:1][C:2]1[C:10]2[S:9][N:8]=[N:7][C:6]=2[CH:5]=[C:4]([CH3:12])[CH:3]=1. Given the reactants [Br:1][C:2]1[C:10]2[S:9][N:8]=[N:7][C:6]=2[CH:5]=[C:4](I)[CH:3]=1.[CH3:12][Zn]C, predict the reaction product. (3) The product is: [OH:1][CH2:9][CH2:10][N:11]1[C:20](=[O:21])[C:19]2[C:14](=[C:15]([N:22]3[C:28](=[O:29])[C:27]4[CH:30]=[N:31][C:32]([S:34][CH3:35])=[N:33][C:26]=4[N:25]4[CH2:36][CH2:37][CH2:38][C@H:24]4[CH2:23]3)[CH:16]=[CH:17][CH:18]=2)[N:13]=[CH:12]1. Given the reactants [O:1]([CH2:9][CH2:10][N:11]1[C:20](=[O:21])[C:19]2[C:14](=[C:15]([N:22]3[C:28](=[O:29])[C:27]4[CH:30]=[N:31][C:32]([S:34][CH3:35])=[N:33][C:26]=4[N:25]4[CH2:36][CH2:37][CH2:38][C@H:24]4[CH2:23]3)[CH:16]=[CH:17][CH:18]=2)[N:13]=[CH:12]1)[Si](C(C)(C)C)(C)C.[F-].C([N+](CCCC)(CCCC)CCCC)CCC.C1COCC1, predict the reaction product. (4) Given the reactants [C:1]([CH:4]([CH2:9][CH2:10][CH2:11][CH2:12][CH2:13][CH2:14][CH2:15][CH2:16][CH2:17][CH2:18][CH:19]([C:24](=[O:26])[CH3:25])C(OC)=O)C(OC)=O)(=[O:3])[CH3:2].[Cl-].[Na+].O, predict the reaction product. The product is: [CH3:2][C:1](=[O:3])[CH2:4][CH2:9][CH2:10][CH2:11][CH2:12][CH2:13][CH2:14][CH2:15][CH2:16][CH2:17][CH2:18][CH2:19][C:24](=[O:26])[CH3:25]. (5) Given the reactants [Cl:1][C:2]1[CH:3]=[C:4]([OH:9])[CH:5]=[C:6]([Cl:8])[CH:7]=1.N1C=CN=C1.[CH3:15][C:16]([Si:19](Cl)([CH3:21])[CH3:20])([CH3:18])[CH3:17].O.CN([CH:27]=[O:28])C, predict the reaction product. The product is: [Si:19]([O:9][C:4]1[CH:3]=[C:2]([Cl:1])[C:7]([CH:27]=[O:28])=[C:6]([Cl:8])[CH:5]=1)([C:16]([CH3:18])([CH3:17])[CH3:15])([CH3:21])[CH3:20].